Dataset: Full USPTO retrosynthesis dataset with 1.9M reactions from patents (1976-2016). Task: Predict the reactants needed to synthesize the given product. (1) Given the product [CH2:58]([O:26][C:59]([C:2]1[CH:3]=[C:4]2[C:8](=[CH:9][CH:10]=1)[CH:7]([N:11]1[CH2:16][CH2:15][N:14]([C:17]([O:19][C:20]([CH3:23])([CH3:22])[CH3:21])=[O:18])[CH2:13][CH2:12]1)[CH2:6][CH2:5]2)=[O:61])[CH3:53], predict the reactants needed to synthesize it. The reactants are: Br[C:2]1[CH:3]=[C:4]2[C:8](=[CH:9][CH:10]=1)[CH:7]([N:11]1[CH2:16][CH2:15][N:14]([C:17]([O:19][C:20]([CH3:23])([CH3:22])[CH3:21])=[O:18])[CH2:13][CH2:12]1)[CH2:6][CH2:5]2.CS(C)=[O:26].N#N.C1(P([C:53]2[CH:58]=CC=CC=2)CCCP(C2C=CC=CC=2)C2C=CC=CC=2)C=CC=CC=1.[CH2:59]([OH:61])C. (2) Given the product [Cl:5][C:6]1[C:14]([C:15]2[CH2:19][CH:18]([CH3:20])[O:17][N:16]=2)=[C:13]([S:21]([CH3:24])(=[O:23])=[O:22])[CH:12]=[CH:11][C:7]=1[C:8]([Cl:3])=[O:9], predict the reactants needed to synthesize it. The reactants are: S(Cl)([Cl:3])=O.[Cl:5][C:6]1[C:14]([C:15]2[CH2:19][CH:18]([CH3:20])[O:17][N:16]=2)=[C:13]([S:21]([CH3:24])(=[O:23])=[O:22])[CH:12]=[CH:11][C:7]=1[C:8](O)=[O:9].CN(C)C=O.